From a dataset of Full USPTO retrosynthesis dataset with 1.9M reactions from patents (1976-2016). Predict the reactants needed to synthesize the given product. (1) Given the product [CH3:19][N:20]([CH3:21])[CH:15]1[CH2:16][CH2:17][N:12]([C:5]2[CH:6]=[CH:7][C:8]([N+:9]([O-:11])=[O:10])=[C:3]([O:2][CH3:1])[CH:4]=2)[CH2:13][CH2:14]1, predict the reactants needed to synthesize it. The reactants are: [CH3:1][O:2][C:3]1[CH:4]=[C:5]([N:12]2[CH2:17][CH2:16][C:15](=O)[CH2:14][CH2:13]2)[CH:6]=[CH:7][C:8]=1[N+:9]([O-:11])=[O:10].[CH3:19][NH:20][CH3:21].CC(O)=O.C(O[BH-](OC(=O)C)OC(=O)C)(=O)C.[Na+]. (2) Given the product [C:1]([C@H:4]1[CH2:8][C:7]([F:10])([F:9])[CH2:6][N:5]1[C:11]([O:13][C:14]([CH3:17])([CH3:16])[CH3:15])=[O:12])#[N:2], predict the reactants needed to synthesize it. The reactants are: [C:1]([C@H:4]1[CH2:8][C:7]([F:10])([F:9])[CH2:6][N:5]1[C:11]([O:13][C:14]([CH3:17])([CH3:16])[CH3:15])=[O:12])(=O)[NH2:2].N1C=CC=CC=1.FC(F)(F)C(OC(=O)C(F)(F)F)=O.